Dataset: NCI-60 drug combinations with 297,098 pairs across 59 cell lines. Task: Regression. Given two drug SMILES strings and cell line genomic features, predict the synergy score measuring deviation from expected non-interaction effect. Drug 1: C1CCN(CC1)CCOC2=CC=C(C=C2)C(=O)C3=C(SC4=C3C=CC(=C4)O)C5=CC=C(C=C5)O. Drug 2: COC1=C(C=C2C(=C1)N=CN=C2NC3=CC(=C(C=C3)F)Cl)OCCCN4CCOCC4. Cell line: MOLT-4. Synergy scores: CSS=36.4, Synergy_ZIP=-7.56, Synergy_Bliss=-5.55, Synergy_Loewe=-4.40, Synergy_HSA=-2.74.